From a dataset of Forward reaction prediction with 1.9M reactions from USPTO patents (1976-2016). Predict the product of the given reaction. (1) Given the reactants [F:1][C:2]1[CH:7]=[CH:6][C:5]([OH:8])=[C:4]([C:9]([F:12])([F:11])[F:10])[CH:3]=1.[Br:13][CH2:14][CH2:15]O.C1(P(C2C=CC=CC=2)C2C=CC=CC=2)C=CC=CC=1.N(C(OC(C)C)=O)=NC(OC(C)C)=O, predict the reaction product. The product is: [Br:13][CH2:14][CH2:15][O:8][C:5]1[CH:6]=[CH:7][C:2]([F:1])=[CH:3][C:4]=1[C:9]([F:10])([F:11])[F:12]. (2) Given the reactants [F:1][C:2]1[CH:3]=[CH:4][C:5]2[N:9]=[C:8]([C@@H:10]([NH2:12])[CH3:11])[N:7]([C:13]3[CH:14]=[N:15][CH:16]=[CH:17][CH:18]=3)[C:6]=2[CH:19]=1.Cl[C:21]1[N:29]=[CH:28][N:27]=[C:26]2[C:22]=1[N:23]=[CH:24][N:25]2C1CCCCO1.CCN(C(C)C)C(C)C, predict the reaction product. The product is: [F:1][C:2]1[CH:3]=[CH:4][C:5]2[N:9]=[C:8]([CH:10]([NH:12][C:21]3[N:29]=[CH:28][N:27]=[C:26]4[C:22]=3[N:23]=[CH:24][NH:25]4)[CH3:11])[N:7]([C:13]3[CH:14]=[N:15][CH:16]=[CH:17][CH:18]=3)[C:6]=2[CH:19]=1. (3) Given the reactants [CH3:1][C:2]1[CH:12]=[CH:11][C:10]([N:13]2[CH2:18][CH2:17][NH:16][CH2:15][CH2:14]2)=[CH:9][C:3]=1[C:4]([O:6][CH2:7][CH3:8])=[O:5].C(=O)([O-])[O-].[K+].[K+].[F:25][C:26]([F:49])([F:48])[CH2:27][NH:28][C:29]([C:31]1([CH2:44][CH2:45][CH2:46]Br)[C:43]2[CH:42]=[CH:41][CH:40]=[CH:39][C:38]=2[C:37]2[C:32]1=[CH:33][CH:34]=[CH:35][CH:36]=2)=[O:30], predict the reaction product. The product is: [F:25][C:26]([F:48])([F:49])[CH2:27][NH:28][C:29]([C:31]1([CH2:44][CH2:45][CH2:46][N:16]2[CH2:15][CH2:14][N:13]([C:10]3[CH:11]=[CH:12][C:2]([CH3:1])=[C:3]([CH:9]=3)[C:4]([O:6][CH2:7][CH3:8])=[O:5])[CH2:18][CH2:17]2)[C:43]2[CH:42]=[CH:41][CH:40]=[CH:39][C:38]=2[C:37]2[C:32]1=[CH:33][CH:34]=[CH:35][CH:36]=2)=[O:30]. (4) Given the reactants [OH:1][C:2]1[CH:11]=[CH:10][C:9]2[C:4](=[CH:5][CH:6]=[CH:7][CH:8]=2)[C:3]=1[CH:12]=[O:13].[C:14](OC(=O)C)(=[O:16])[CH3:15], predict the reaction product. The product is: [C:14]([O:1][C:2]1[CH:11]=[CH:10][C:9]2[C:4](=[CH:5][CH:6]=[CH:7][CH:8]=2)[C:3]=1[CH:12]=[O:13])(=[O:16])[CH3:15]. (5) Given the reactants [O:1]=[S:2]1(=[O:33])[C:8]2[CH:9]=[C:10]([O:14][CH2:15][C:16]([OH:18])=[O:17])[C:11](Br)=[CH:12][C:7]=2[N:6]([C:19]2[CH:24]=[CH:23][CH:22]=[CH:21][CH:20]=2)[CH2:5][C:4]([CH2:29][CH2:30][CH2:31][CH3:32])([CH2:25][CH2:26][CH2:27][CH3:28])[CH2:3]1.[CH3:34][S-:35].[Na+].C(O)(=O)C, predict the reaction product. The product is: [O:1]=[S:2]1(=[O:33])[C:8]2[CH:9]=[C:10]([O:14][CH2:15][C:16]([OH:18])=[O:17])[C:11]([S:35][CH3:34])=[CH:12][C:7]=2[N:6]([C:19]2[CH:24]=[CH:23][CH:22]=[CH:21][CH:20]=2)[CH2:5][C:4]([CH2:29][CH2:30][CH2:31][CH3:32])([CH2:25][CH2:26][CH2:27][CH3:28])[CH2:3]1.